From a dataset of Forward reaction prediction with 1.9M reactions from USPTO patents (1976-2016). Predict the product of the given reaction. (1) Given the reactants [H-].[Na+].[C:3]([C:6]1[S:7][CH:8]=[CH:9][N:10]=1)(=[O:5])[CH3:4].C(O)(=O)C.[C:15](=O)([O:19]CC)[O:16][CH2:17][CH3:18], predict the reaction product. The product is: [O:5]=[C:3]([C:6]1[S:7][CH:8]=[CH:9][N:10]=1)[CH2:4][C:15]([O:16][CH2:17][CH3:18])=[O:19]. (2) Given the reactants [CH2:1]([O:3][C:4]([NH:6][CH2:7][C:8]1([CH2:14][C:15]([O:17][C:18]2[CH:23]=[CH:22][CH:21]=[C:20]([C@@:24]3([OH:34])[CH2:29][CH2:28][CH2:27][CH2:26][C@@H:25]3[CH2:30][N:31]([CH3:33])[CH3:32])[CH:19]=2)=[O:16])[CH2:13][CH2:12][CH2:11][CH2:10][CH2:9]1)=[O:5])[CH3:2].[C:35]([OH:44])(=[O:43])[C:36]1[C:37](=[CH:39][CH:40]=[CH:41][CH:42]=1)[OH:38], predict the reaction product. The product is: [C:35]([OH:44])(=[O:43])[C:36]1[C:37](=[CH:39][CH:40]=[CH:41][CH:42]=1)[OH:38].[CH2:1]([O:3][C:4]([NH:6][CH2:7][C:8]1([CH2:14][C:15]([O:17][C:18]2[CH:23]=[CH:22][CH:21]=[C:20]([C@@:24]3([OH:34])[CH2:29][CH2:28][CH2:27][CH2:26][C@@H:25]3[CH2:30][N:31]([CH3:32])[CH3:33])[CH:19]=2)=[O:16])[CH2:9][CH2:10][CH2:11][CH2:12][CH2:13]1)=[O:5])[CH3:2].